From a dataset of Forward reaction prediction with 1.9M reactions from USPTO patents (1976-2016). Predict the product of the given reaction. (1) Given the reactants FC(F)(F)C(O)=O.[O:8]1[C:12]2[CH:13]=[CH:14][CH:15]=[C:16]([S:17]([N:20]3[C:28]4[C:23](=[N:24][CH:25]=[CH:26][CH:27]=4)[C:22]([C:29]4[CH2:34][CH2:33][CH:32]([NH:35]C(=O)OC(C)(C)C)[CH2:31][CH:30]=4)=[CH:21]3)(=[O:19])=[O:18])[C:11]=2[CH2:10][CH2:9]1, predict the reaction product. The product is: [O:8]1[C:12]2[CH:13]=[CH:14][CH:15]=[C:16]([S:17]([N:20]3[C:28]4[C:23](=[N:24][CH:25]=[CH:26][CH:27]=4)[C:22]([C:29]4[CH2:34][CH2:33][CH:32]([NH2:35])[CH2:31][CH:30]=4)=[CH:21]3)(=[O:19])=[O:18])[C:11]=2[CH2:10][CH2:9]1. (2) Given the reactants [Cl:1][C:2]1[CH:7]=[C:6]([F:8])[C:5]([C:9]2[C:18]3[C:13](=[CH:14][C:15]([N:19]4[CH2:24][CH2:23][O:22][CH2:21][CH2:20]4)=[CH:16][CH:17]=3)[N:12]=[CH:11][N:10]=2)=[CH:4][C:3]=1[C:25]([C:27]1[N:28]=[N:29][C:30](Cl)=[CH:31][CH:32]=1)=[O:26].[O:34]1[CH2:37][CH:36]([OH:38])[CH2:35]1.[H-].[Na+].Cl, predict the reaction product. The product is: [Cl:1][C:2]1[CH:7]=[C:6]([F:8])[C:5]([C:9]2[C:18]3[C:13](=[CH:14][C:15]([N:19]4[CH2:20][CH2:21][O:22][CH2:23][CH2:24]4)=[CH:16][CH:17]=3)[N:12]=[CH:11][N:10]=2)=[CH:4][C:3]=1[C:25]([C:27]1[N:28]=[N:29][C:30]([O:38][CH:36]2[CH2:37][O:34][CH2:35]2)=[CH:31][CH:32]=1)=[O:26]. (3) Given the reactants [NH2:1][C:2]1[CH:7]=[CH:6][C:5]([N:8]2[CH2:13][CH2:12][O:11][CH2:10][CH2:9]2)=[CH:4][C:3]=1[NH:14][C@@H:15]1[CH2:20][CH2:19][C@H:18]([C:21]([NH:23][CH:24]([CH3:26])[CH3:25])=[O:22])[CH2:17][CH2:16]1.[N:27]#[C:28]Br, predict the reaction product. The product is: [NH2:27][C:28]1[N:14]([C@@H:15]2[CH2:16][CH2:17][C@H:18]([C:21]([NH:23][CH:24]([CH3:26])[CH3:25])=[O:22])[CH2:19][CH2:20]2)[C:3]2[CH:4]=[C:5]([N:8]3[CH2:13][CH2:12][O:11][CH2:10][CH2:9]3)[CH:6]=[CH:7][C:2]=2[N:1]=1. (4) Given the reactants [NH2:1][C:2]1[C:7]([C:8]#[N:9])=[C:6]([NH:10][C@H:11]([C:13]2[NH:17][C:16]3[C:18]([S:22]([CH3:25])(=[O:24])=[O:23])=[CH:19][CH:20]=[CH:21][C:15]=3[N:14]=2)[CH3:12])[N:5]=[CH:4][N:3]=1.C(=O)([O-])[O-].[Cs+].[Cs+].Br[CH:33]1[CH2:37][CH2:36][CH2:35][CH2:34]1, predict the reaction product. The product is: [NH2:1][C:2]1[C:7]([C:8]#[N:9])=[C:6]([NH:10][C@H:11]([C:13]2[N:14]([CH:33]3[CH2:37][CH2:36][CH2:35][CH2:34]3)[C:15]3[CH:21]=[CH:20][CH:19]=[C:18]([S:22]([CH3:25])(=[O:24])=[O:23])[C:16]=3[N:17]=2)[CH3:12])[N:5]=[CH:4][N:3]=1. (5) Given the reactants [C:1](=O)([O-])[O-].[K+].[K+].CI.[CH3:9][O:10][C:11]1[CH:16]=[CH:15][C:14]([C:17]2[CH:22]=[CH:21][C:20]([S:23]([NH:26][CH2:27][C:28]#[CH:29])(=[O:25])=[O:24])=[CH:19][CH:18]=2)=[CH:13][CH:12]=1, predict the reaction product. The product is: [CH3:9][O:10][C:11]1[CH:12]=[CH:13][C:14]([C:17]2[CH:22]=[CH:21][C:20]([S:23]([N:26]([CH3:1])[CH2:27][C:28]#[CH:29])(=[O:25])=[O:24])=[CH:19][CH:18]=2)=[CH:15][CH:16]=1.